Dataset: Forward reaction prediction with 1.9M reactions from USPTO patents (1976-2016). Task: Predict the product of the given reaction. Given the reactants [Cl:1][C:2]1[CH:3]=[C:4]2[CH:10]=[CH:9][NH:8][C:5]2=[N:6][CH:7]=1.[H-].[Na+].[CH3:13][C:14]([Si:17](Cl)([CH3:19])[CH3:18])([CH3:16])[CH3:15].[Cl-].[NH4+], predict the reaction product. The product is: [C:14]([Si:17]([CH3:19])([CH3:18])[N:8]1[C:5]2=[N:6][CH:7]=[C:2]([Cl:1])[CH:3]=[C:4]2[CH:10]=[CH:9]1)([CH3:16])([CH3:15])[CH3:13].